From a dataset of Forward reaction prediction with 1.9M reactions from USPTO patents (1976-2016). Predict the product of the given reaction. (1) Given the reactants [CH:1]([C:3]1[CH:8]=[CH:7][C:6](B(O)O)=[CH:5][CH:4]=1)=[CH2:2].Cl[C:13]1[CH:14]=[C:15]([C:19]2[CH:24]=[CH:23][CH:22]=[CH:21][N:20]=2)[CH:16]=[CH:17][CH:18]=1.F[K].C(P)(C)(C)C.P(C(C)(C)C)(C(C)(C)C)C(C)(C)C, predict the reaction product. The product is: [CH:1]([C:3]1[CH:8]=[CH:7][C:6]([C:17]2[CH:18]=[CH:13][CH:14]=[C:15]([C:19]3[CH:24]=[CH:23][CH:22]=[CH:21][N:20]=3)[CH:16]=2)=[CH:5][CH:4]=1)=[CH2:2]. (2) Given the reactants [O-2].[Zn+2:2].[C:3]([OH:7])(=[O:6])[CH:4]=[CH2:5], predict the reaction product. The product is: [C:3]([O-:7])(=[O:6])[CH:4]=[CH2:5].[Zn+2:2].[C:3]([O-:7])(=[O:6])[CH:4]=[CH2:5]. (3) Given the reactants C([Li])CCC.I[C:7]1[C:12]([CH3:13])=[CH:11][CH:10]=[CH:9][C:8]=1[CH2:14][OH:15].B(OC)(OC)OC.C(=O)([O-])[O-].[Na+].[Na+].[C:29]([O:33][C:34](=[O:55])[NH:35][C:36]([C:38]1[S:39][C:40]([S:53][CH3:54])=[C:41]([S:43]([C:46]2[CH:51]=[CH:50][CH:49]=[C:48](Br)[CH:47]=2)(=[O:45])=[O:44])[CH:42]=1)=[NH:37])([CH3:32])([CH3:31])[CH3:30], predict the reaction product. The product is: [C:29]([O:33][C:34](=[O:55])[NH:35][C:36]([C:38]1[S:39][C:40]([S:53][CH3:54])=[C:41]([S:43]([C:46]2[CH:47]=[C:48]([C:7]3[C:12]([CH3:13])=[CH:11][CH:10]=[CH:9][C:8]=3[CH2:14][OH:15])[CH:49]=[CH:50][CH:51]=2)(=[O:45])=[O:44])[CH:42]=1)=[NH:37])([CH3:32])([CH3:31])[CH3:30]. (4) Given the reactants [NH:1]1[CH2:4][CH:3]([O:5][C:6]2[CH:18]=[CH:17][C:9]([CH2:10][N:11]3[CH2:16][CH2:15][O:14][CH2:13][CH2:12]3)=[CH:8][C:7]=2[CH3:19])[CH2:2]1.[CH3:20][O:21][C:22]1[CH:27]=[CH:26][C:25]([C:28]2[O:32][C:31]([C:33](OCC)=[O:34])=[N:30][N:29]=2)=[CH:24][CH:23]=1, predict the reaction product. The product is: [CH3:20][O:21][C:22]1[CH:23]=[CH:24][C:25]([C:28]2[O:32][C:31]([C:33]([N:1]3[CH2:4][CH:3]([O:5][C:6]4[CH:18]=[CH:17][C:9]([CH2:10][N:11]5[CH2:12][CH2:13][O:14][CH2:15][CH2:16]5)=[CH:8][C:7]=4[CH3:19])[CH2:2]3)=[O:34])=[N:30][N:29]=2)=[CH:26][CH:27]=1. (5) Given the reactants [CH3:1][C@H:2]1[CH2:10][C:9]2[C:4](=[CH:5][CH:6]=[CH:7][CH:8]=2)[NH:3]1.[CH:11]1([N:19]=[C:20]=[O:21])[CH2:18][CH2:17][CH2:16][CH2:15][CH2:14][CH2:13][CH2:12]1, predict the reaction product. The product is: [CH:11]1([NH:19][C:20]([N:3]2[C:4]3[C:9](=[CH:8][CH:7]=[CH:6][CH:5]=3)[CH2:10][C@@H:2]2[CH3:1])=[O:21])[CH2:18][CH2:17][CH2:16][CH2:15][CH2:14][CH2:13][CH2:12]1. (6) Given the reactants C[O:2][C:3]1[CH:8]=[CH:7][N:6]=[CH:5][CH:4]=1.[CH3:9][CH2:10][Mg+].[Br-].[CH3:13][C:14]([O-:17])([CH3:16])[CH3:15].[K+].C1C[O:22][CH2:21]C1, predict the reaction product. The product is: [C:14]([O:17][C:21]([N:6]1[CH:7]=[CH:8][C:3](=[O:2])[CH2:4][CH:5]1[CH2:9][CH3:10])=[O:22])([CH3:16])([CH3:15])[CH3:13]. (7) Given the reactants [Cl:1][C:2]1[C:3](F)=[N:4][CH:5]=[C:6]([Cl:8])[CH:7]=1.[Cl:10][C:11]1[CH:12]=[C:13]([CH:19]=[CH:20][C:21]=1[S:22](=[O:36])(=[O:35])[NH:23][CH2:24][C:25]1[CH:26]=[C:27]2[CH:33]=[CH:32][N:31]([CH3:34])[C:28]2=[N:29][CH:30]=1)[C:14]([O:16][CH2:17][CH3:18])=[O:15], predict the reaction product. The product is: [Cl:10][C:11]1[CH:12]=[C:13]([CH:19]=[CH:20][C:21]=1[S:22](=[O:35])(=[O:36])[N:23]([C:3]1[C:2]([Cl:1])=[CH:7][C:6]([Cl:8])=[CH:5][N:4]=1)[CH2:24][C:25]1[CH:26]=[C:27]2[CH:33]=[CH:32][N:31]([CH3:34])[C:28]2=[N:29][CH:30]=1)[C:14]([O:16][CH2:17][CH3:18])=[O:15]. (8) Given the reactants [C:1]([O:5][C:6]([C:8]1[C:31]([OH:32])=[C:30]([C:33]([F:36])([F:35])[F:34])[CH:29]=[CH:28][C:9]=1[CH2:10][O:11][C:12]1[CH:17]=[CH:16][C:15]([C:18]2[CH:23]=[CH:22][C:21]([CH2:24][C:25](O)=[O:26])=[CH:20][CH:19]=2)=[CH:14][CH:13]=1)=[O:7])([CH3:4])([CH3:3])[CH3:2].Cl.[CH3:38][NH2:39], predict the reaction product. The product is: [OH:32][C:31]1[C:30]([C:33]([F:36])([F:35])[F:34])=[CH:29][CH:28]=[C:9]([CH2:10][O:11][C:12]2[CH:17]=[CH:16][C:15]([C:18]3[CH:23]=[CH:22][C:21]([CH2:24][C:25]([NH:39][CH3:38])=[O:26])=[CH:20][CH:19]=3)=[CH:14][CH:13]=2)[C:8]=1[C:6]([O:5][C:1]([CH3:4])([CH3:3])[CH3:2])=[O:7].